This data is from Forward reaction prediction with 1.9M reactions from USPTO patents (1976-2016). The task is: Predict the product of the given reaction. (1) The product is: [Cl:1][C:2]1[CH:7]=[CH:6][C:5]([S:8]([C:11]2([C:17]3[CH:22]=[C:21]([F:23])[CH:20]=[CH:19][C:18]=3[F:24])[CH2:15][CH2:14][CH2:13][CH2:12]2)(=[O:10])=[O:9])=[CH:4][CH:3]=1. Given the reactants [Cl:1][C:2]1[CH:7]=[CH:6][C:5]([S:8]([CH:11]([C:17]2[CH:22]=[C:21]([F:23])[CH:20]=[CH:19][C:18]=2[F:24])[CH2:12][CH2:13][CH2:14][CH2:15]O)(=[O:10])=[O:9])=[CH:4][CH:3]=1.C(C=P(CCCC)(CCCC)CCCC)#N, predict the reaction product. (2) Given the reactants [N:1]([CH:4]([CH:6]1[CH2:10][CH2:9][N:8]([C:11]2[CH:16]=[CH:15][C:14]([Cl:17])=[CH:13][C:12]=2[N+:18]([O-:20])=[O:19])[CH2:7]1)[CH3:5])=[N+]=[N-].C1(P(C2C=CC=CC=2)C2C=CC=CC=2)C=CC=CC=1.O, predict the reaction product. The product is: [Cl:17][C:14]1[CH:15]=[CH:16][C:11]([N:8]2[CH2:9][CH2:10][CH:6]([CH:4]([NH2:1])[CH3:5])[CH2:7]2)=[C:12]([N+:18]([O-:20])=[O:19])[CH:13]=1. (3) Given the reactants [Cl:1][C:2]1[CH:3]=[C:4]([CH:26]=[CH:27][C:28]=1[O:29][CH3:30])[CH2:5][N:6]([CH2:18][C:19]1[CH:24]=[CH:23][C:22]([F:25])=[CH:21][CH:20]=1)[C:7](=[O:17])[CH:8]=[C:9]1[C:13](=[O:14])[O:12]C(C)(C)[O:10]1.N#N, predict the reaction product. The product is: [Cl:1][C:2]1[CH:3]=[C:4]([CH:26]=[CH:27][C:28]=1[O:29][CH3:30])[CH2:5][N:6]([CH2:18][C:19]1[CH:20]=[CH:21][C:22]([F:25])=[CH:23][CH:24]=1)[C:7]([CH:8]=[C:9]([OH:10])[C:13]([OH:14])=[O:12])=[O:17]. (4) Given the reactants [OH:1][B:2]1[C:6]2[CH:7]=[C:8]([OH:12])[CH:9]=[C:10]([CH3:11])[C:5]=2[CH:4]([CH:13]([CH3:19])[C:14]([O:16][CH2:17][CH3:18])=[O:15])[O:3]1.Br[C:21]1[S:22][C:23]([N+:26]([O-:28])=[O:27])=[N:24][N:25]=1.Cl, predict the reaction product. The product is: [OH:1][B:2]1[C:6]2[CH:7]=[C:8]([O:12][C:21]3[S:22][C:23]([N+:26]([O-:28])=[O:27])=[N:24][N:25]=3)[CH:9]=[C:10]([CH3:11])[C:5]=2[CH:4]([CH:13]([CH3:19])[C:14]([O:16][CH2:17][CH3:18])=[O:15])[O:3]1. (5) Given the reactants [C:1]([O:5][C:6](=[O:20])[N:7]([CH2:11][C:12]1[CH:17]=[C:16]([Br:18])[CH:15]=[CH:14][C:13]=1[OH:19])[CH2:8][CH2:9]O)([CH3:4])([CH3:3])[CH3:2].C1(P(C2C=CC=CC=2)C2C=CC=CC=2)C=CC=CC=1.N(C(OC(C)C)=O)=NC(OC(C)C)=O, predict the reaction product. The product is: [C:1]([O:5][C:6]([N:7]1[CH2:11][C:12]2[CH:17]=[C:16]([Br:18])[CH:15]=[CH:14][C:13]=2[O:19][CH2:9][CH2:8]1)=[O:20])([CH3:4])([CH3:3])[CH3:2]. (6) Given the reactants [BH4-].[Na+].[Cl-].[CH2:4]([N+:11]1[CH:16]=[CH:15][C:14]([C:17]([F:20])([F:19])[F:18])=[CH:13][CH:12]=1)[C:5]1[CH:10]=[CH:9][CH:8]=[CH:7][CH:6]=1, predict the reaction product. The product is: [CH2:4]([N:11]1[CH2:12][CH:13]=[C:14]([C:17]([F:20])([F:18])[F:19])[CH2:15][CH2:16]1)[C:5]1[CH:6]=[CH:7][CH:8]=[CH:9][CH:10]=1. (7) Given the reactants [CH3:1][N:2]1[C:6]([C:7](=[O:21])[NH:8][CH2:9][CH2:10][C:11]2[N:15]([CH3:16])[C:14]3[CH:17]=[CH:18][CH:19]=[CH:20][C:13]=3[N:12]=2)=[C:5]([C:22]([O:24]C)=[O:23])[N:4]=[C:3]1[CH3:26].[Li+].[OH-].Cl, predict the reaction product. The product is: [CH3:1][N:2]1[C:6]([C:7](=[O:21])[NH:8][CH2:9][CH2:10][C:11]2[N:15]([CH3:16])[C:14]3[CH:17]=[CH:18][CH:19]=[CH:20][C:13]=3[N:12]=2)=[C:5]([C:22]([OH:24])=[O:23])[N:4]=[C:3]1[CH3:26]. (8) Given the reactants [CH3:1][CH2:2][O:3][C:4]([CH3:6])=O.[CH3:7]CO.P(OC[C@H]1O[C@@H](N2C=C(C3C=[CH:37][C:36]([O:39]C)=[CH:35]C=3)C(=O)NC2=O)[C@H](O)[C@@H]1O)(OP(O)(O)=O)(=O)O, predict the reaction product. The product is: [CH2:2]([O:3][CH2:4][CH3:6])[CH3:1].[CH3:35][C:36]([OH:39])([CH3:7])[CH3:37]. (9) Given the reactants [N:1]1([S:5]([NH2:8])(=[O:7])=[O:6])[CH2:4][CH2:3][CH2:2]1.C(=O)([O-])[O-].[Cs+].[Cs+].Cl[C:16]1[CH:21]=[C:20]([O:22][CH2:23][C@H:24]2[CH2:28][O:27][C:26]3([CH2:33][CH2:32][CH2:31][CH2:30][CH2:29]3)[O:25]2)[N:19]=[C:18]([S:34][CH2:35][C:36]2[CH:41]=[CH:40][CH:39]=[C:38]([F:42])[C:37]=2[F:43])[N:17]=1, predict the reaction product. The product is: [F:43][C:37]1[C:38]([F:42])=[CH:39][CH:40]=[CH:41][C:36]=1[CH2:35][S:34][C:18]1[N:17]=[C:16]([NH:8][S:5]([N:1]2[CH2:4][CH2:3][CH2:2]2)(=[O:7])=[O:6])[CH:21]=[C:20]([O:22][CH2:23][C@H:24]2[CH2:28][O:27][C:26]3([CH2:33][CH2:32][CH2:31][CH2:30][CH2:29]3)[O:25]2)[N:19]=1.